This data is from Forward reaction prediction with 1.9M reactions from USPTO patents (1976-2016). The task is: Predict the product of the given reaction. (1) Given the reactants FC(F)(F)C(O)=O.[Si:8]([O:15][CH:16]1[CH2:33][N:21]2[C:22]3[C:31]4[C:26](=[CH:27][CH:28]=[CH:29][CH:30]=4)[N:25]=[CH:24][C:23]=3[N:32]=[C:20]2[CH2:19][N:18](C(OC(C)(C)C)=O)[CH2:17]1)([C:11]([CH3:14])([CH3:13])[CH3:12])([CH3:10])[CH3:9], predict the reaction product. The product is: [Si:8]([O:15][CH:16]1[CH2:33][N:21]2[C:22]3[C:31]4[C:26](=[CH:27][CH:28]=[CH:29][CH:30]=4)[N:25]=[CH:24][C:23]=3[N:32]=[C:20]2[CH2:19][NH:18][CH2:17]1)([C:11]([CH3:12])([CH3:13])[CH3:14])([CH3:10])[CH3:9]. (2) Given the reactants Cl[C:2]1[N:7]=[C:6]([NH2:8])[N:5]=[C:4]([NH:9][CH2:10][CH2:11][C:12]2[CH:17]=[CH:16][C:15]([S:18]([CH3:21])(=[O:20])=[O:19])=[CH:14][CH:13]=2)[CH:3]=1.[F:22][C:23]1[CH:28]=[CH:27][C:26](B(O)O)=[C:25]([CH3:32])[C:24]=1[CH3:33], predict the reaction product. The product is: [F:22][C:23]1[CH:28]=[CH:27][C:26]([C:2]2[N:7]=[C:6]([NH2:8])[N:5]=[C:4]([NH:9][CH2:10][CH2:11][C:12]3[CH:17]=[CH:16][C:15]([S:18]([CH3:21])(=[O:20])=[O:19])=[CH:14][CH:13]=3)[CH:3]=2)=[C:25]([CH3:32])[C:24]=1[CH3:33]. (3) Given the reactants [NH2:1][C:2]1[CH:10]=[CH:9][CH:8]=[C:7]2[C:3]=1[C:4]([CH2:19][CH2:20][C:21]([O:23]CC)=O)=[CH:5][N:6]2[CH2:11][C:12]([O:14]C(C)(C)C)=[O:13].O.C1(C)C=CC(S(O)(=O)=O)=CC=1, predict the reaction product. The product is: [O:23]=[C:21]1[NH:1][C:2]2[C:3]3[C:4](=[CH:5][N:6]([CH2:11][C:12]([OH:14])=[O:13])[C:7]=3[CH:8]=[CH:9][CH:10]=2)[CH2:19][CH2:20]1. (4) Given the reactants [CH3:1][C:2]1[CH:37]=[CH:36][CH:35]=[C:34]([CH3:38])[C:3]=1[O:4][C:5]1[C:6]([C:22]([NH:24]CC2C=CC(OC)=CC=2)=[O:23])=[C:7]([NH:13][C:14]2[CH:19]=[CH:18][C:17]([I:20])=[CH:16][C:15]=2[F:21])[N:8]([CH3:12])[C:9](=[O:11])[CH:10]=1.[Cl-].[Al+3].[Cl-].[Cl-].ClCCl, predict the reaction product. The product is: [CH3:38][C:34]1[CH:35]=[CH:36][CH:37]=[C:2]([CH3:1])[C:3]=1[O:4][C:5]1[C:6]([C:22]([NH2:24])=[O:23])=[C:7]([NH:13][C:14]2[CH:19]=[CH:18][C:17]([I:20])=[CH:16][C:15]=2[F:21])[N:8]([CH3:12])[C:9](=[O:11])[CH:10]=1. (5) Given the reactants C([O:3][C:4](=O)[C:5]1[CH:10]=[CH:9][C:8]([C:11]2[N:12]([CH3:28])[O:13][C:14]([C:20]3[CH:25]=[C:24]([Cl:26])[CH:23]=[C:22]([Cl:27])[CH:21]=3)([C:16]([F:19])([F:18])[F:17])[CH:15]=2)=[CH:7][C:6]=1[CH3:29])C.[BH4-].[Na+].CO.Cl, predict the reaction product. The product is: [Cl:27][C:22]1[CH:21]=[C:20]([C:14]2([C:16]([F:18])([F:17])[F:19])[O:13][N:12]([CH3:28])[C:11]([C:8]3[CH:9]=[CH:10][C:5]([CH2:4][OH:3])=[C:6]([CH3:29])[CH:7]=3)=[CH:15]2)[CH:25]=[C:24]([Cl:26])[CH:23]=1.